This data is from Catalyst prediction with 721,799 reactions and 888 catalyst types from USPTO. The task is: Predict which catalyst facilitates the given reaction. (1) Reactant: C([O:3][C:4]([C:6]1([C:10]2[CH:15]=[CH:14][C:13]([C:16]3[CH:21]=[CH:20][C:19]([N:22]4[C:26]([NH:27][C:28]([O:30][C@@H:31]([C:33]5[CH:38]=[CH:37][CH:36]=[CH:35][CH:34]=5)[CH3:32])=[O:29])=[C:25]([CH3:39])[N:24]=[N:23]4)=[CH:18][CH:17]=3)=[CH:12][CH:11]=2)[CH2:9][CH2:8][CH2:7]1)=[O:5])C.C(OC(=O)[C@@H](C1C=CC(C2C=CC(N3C(NC(OC(C4C=CC=CC=4)C)=O)=C(C)N=N3)=CC=2)=CC=1)CC=C)C.[OH-].[Na+]. Product: [CH3:39][C:25]1[N:24]=[N:23][N:22]([C:19]2[CH:20]=[CH:21][C:16]([C:13]3[CH:12]=[CH:11][C:10]([C@@H:6]([CH2:7][CH:8]=[CH2:9])[C:4]([OH:5])=[O:3])=[CH:15][CH:14]=3)=[CH:17][CH:18]=2)[C:26]=1[NH:27][C:28]([O:30][CH:31]([C:33]1[CH:34]=[CH:35][CH:36]=[CH:37][CH:38]=1)[CH3:32])=[O:29]. The catalyst class is: 636. (2) Reactant: [CH3:1][O:2][C:3](/[CH:5]=[CH:6]/[C:7]1[CH:12]=[CH:11][C:10]([OH:13])=[CH:9][CH:8]=1)=[O:4].Cl[CH2:15][CH2:16][CH2:17][CH2:18][CH2:19][CH2:20][OH:21].C(=O)([O-])[O-].[K+].[K+].[I-].[K+]. Product: [CH3:1][O:2][C:3](=[O:4])[CH:5]=[CH:6][C:7]1[CH:8]=[CH:9][C:10]([O:13][CH2:15][CH2:16][CH2:17][CH2:18][CH2:19][CH2:20][OH:21])=[CH:11][CH:12]=1. The catalyst class is: 179. (3) Reactant: [Cl:1][C:2]1[CH:7]=[CH:6][CH:5]=[CH:4][C:3]=1[C:8]1[C:12]([CH2:13][N:14]2[CH2:19][CH2:18][NH:17][CH2:16][CH2:15]2)=[CH:11][N:10]([CH3:20])[N:9]=1.[C:21](=O)([O:30]N1C(=O)CCC1=O)[O:22][N:23]1[C:27](=[O:28])[CH2:26][CH2:25][C:24]1=[O:29].C(N(CC)CC)C. Product: [Cl:1][C:2]1[CH:7]=[CH:6][CH:5]=[CH:4][C:3]=1[C:8]1[C:12]([CH2:13][N:14]2[CH2:15][CH2:16][N:17]([C:21]([O:22][N:23]3[C:27](=[O:28])[CH2:26][CH2:25][C:24]3=[O:29])=[O:30])[CH2:18][CH2:19]2)=[CH:11][N:10]([CH3:20])[N:9]=1. The catalyst class is: 23. (4) Reactant: [CH3:1][C@H:2]1[NH:7][C@@H:6]([CH3:8])[CH2:5][N:4]([C:9]2[CH:10]=[C:11]3[C:16](=[CH:17][C:18]=2[O:19][CH3:20])[N:15]=[N:14][C:13]([C:21]([NH2:23])=[O:22])=[C:12]3[NH:24][C:25]2[CH:30]=[CH:29][C:28]([CH3:31])=[CH:27][C:26]=2[F:32])[CH2:3]1.[C:33](OC(=O)C)(=[O:35])[CH3:34].C(N(CC)CC)C. The catalyst class is: 3. Product: [C:33]([N:7]1[C@@H:2]([CH3:1])[CH2:3][N:4]([C:9]2[CH:10]=[C:11]3[C:16](=[CH:17][C:18]=2[O:19][CH3:20])[N:15]=[N:14][C:13]([C:21]([NH2:23])=[O:22])=[C:12]3[NH:24][C:25]2[CH:30]=[CH:29][C:28]([CH3:31])=[CH:27][C:26]=2[F:32])[CH2:5][C@H:6]1[CH3:8])(=[O:35])[CH3:34]. (5) Reactant: Cl[C:2]1[CH:3]=[CH:4][C:5]([N+:9]([O-:11])=[O:10])=[C:6]([CH:8]=1)[NH2:7].C(=O)([O-])[O-].[K+].[K+].[CH2:18]([N:20]([CH2:29][CH3:30])[CH2:21][CH2:22][N:23]1[CH2:28][CH2:27][NH:26][CH2:25][CH2:24]1)[CH3:19]. Product: [CH2:29]([N:20]([CH2:18][CH3:19])[CH2:21][CH2:22][N:23]1[CH2:24][CH2:25][N:26]([C:2]2[CH:3]=[CH:4][C:5]([N+:9]([O-:11])=[O:10])=[C:6]([CH:8]=2)[NH2:7])[CH2:27][CH2:28]1)[CH3:30]. The catalyst class is: 3. (6) Reactant: [C@@H:1]12[CH2:7][C@@H:4]([CH2:5][CH2:6]1)[CH2:3][C@@H:2]2[NH:8][C:9]([NH2:11])=[S:10].Br[CH:13]1[CH2:17][CH2:16][O:15][C:14]1=[O:18].CCO.CCN(C(C)C)C(C)C. Product: [C@@H:1]12[CH2:7][C@@H:4]([CH2:5][CH2:6]1)[CH2:3][C@@H:2]2[NH:8][C:9]1[S:10][CH:17]([CH2:13][CH2:14][OH:18])[C:16](=[O:15])[N:11]=1. The catalyst class is: 6. (7) Reactant: [Cl:1][C:2]1[C:7]([Cl:8])=[C:6]([S:9](=[O:19])(=[O:18])[NH:10][C@@H:11]([CH2:16][CH3:17])[C:12]([F:15])([F:14])[F:13])[CH:5]=[CH:4][C:3]=1[C:20]1[S:24][C:23]([C:25]2[O:26][C:27]([C:30]([OH:33])([CH3:32])[CH3:31])=[N:28][N:29]=2)=[N:22][C:21]=1[C:34](O)=[O:35].[CH2:37]([NH:39][CH2:40][CH3:41])[CH3:38].CN(C(ON1N=NC2C=CC=NC1=2)=[N+](C)C)C.F[P-](F)(F)(F)(F)F.C(#N)C. Product: [Cl:1][C:2]1[C:7]([Cl:8])=[C:6]([S:9](=[O:19])(=[O:18])[NH:10][C@@H:11]([CH2:16][CH3:17])[C:12]([F:15])([F:13])[F:14])[CH:5]=[CH:4][C:3]=1[C:20]1[S:24][C:23]([C:25]2[O:26][C:27]([C:30]([OH:33])([CH3:32])[CH3:31])=[N:28][N:29]=2)=[N:22][C:21]=1[C:34]([N:39]([CH2:40][CH3:41])[CH2:37][CH3:38])=[O:35]. The catalyst class is: 6. (8) Reactant: [CH3:1][O:2][C:3](=[O:29])[CH2:4][CH2:5][C:6]1[CH:7]=[N:8][C:9]2[C:14]([CH:15]=1)=[CH:13][CH:12]=[CH:11][C:10]=2[N:16]1[CH2:21][CH2:20][N:19](C(OC(C)(C)C)=O)[CH2:18][CH2:17]1.FC(F)(F)C(O)=O. Product: [N:16]1([C:10]2[CH:11]=[CH:12][CH:13]=[C:14]3[C:9]=2[N:8]=[CH:7][C:6]([CH2:5][CH2:4][C:3]([O:2][CH3:1])=[O:29])=[CH:15]3)[CH2:21][CH2:20][NH:19][CH2:18][CH2:17]1. The catalyst class is: 2. (9) Reactant: Cl[C:2]1[N:7]2[N:8]=[CH:9][CH:10]=[C:6]2[N:5]=[C:4]([C:11]2[CH:20]=[CH:19][C:14]([C:15]([O:17][CH3:18])=[O:16])=[CH:13][CH:12]=2)[CH:3]=1.[Cl:21][C:22]1[CH:29]=[C:28]([Cl:30])[CH:27]=[CH:26][C:23]=1[CH2:24][NH2:25].C(N(C(C)C)CC)(C)C.C(Cl)(Cl)Cl. Product: [Cl:21][C:22]1[CH:29]=[C:28]([Cl:30])[CH:27]=[CH:26][C:23]=1[CH2:24][NH:25][C:2]1[N:7]2[N:8]=[CH:9][CH:10]=[C:6]2[N:5]=[C:4]([C:11]2[CH:20]=[CH:19][C:14]([C:15]([O:17][CH3:18])=[O:16])=[CH:13][CH:12]=2)[CH:3]=1. The catalyst class is: 12. (10) Reactant: [CH3:1][C@@H:2]1[CH2:7][NH:6][CH2:5][CH2:4][NH:3]1.CCN(C(C)C)C(C)C.Cl[C:18]([O:20][CH2:21][C:22]1[CH:27]=[CH:26][CH:25]=[CH:24][CH:23]=1)=[O:19]. Product: [CH3:1][C@H:2]1[NH:3][CH2:4][CH2:5][N:6]([C:18]([O:20][CH2:21][C:22]2[CH:27]=[CH:26][CH:25]=[CH:24][CH:23]=2)=[O:19])[CH2:7]1. The catalyst class is: 2.